Dataset: Forward reaction prediction with 1.9M reactions from USPTO patents (1976-2016). Task: Predict the product of the given reaction. Given the reactants C([O:8][C:9]1[CH:14]=[CH:13][C:12]([C@H:15]2[N:18]([C:19]3[CH:24]=[CH:23][C:22]([F:25])=[CH:21][CH:20]=3)[C:17](=[O:26])[C@@H:16]2[CH2:27][CH2:28][C@@H:29]([C:31]2[CH:36]=[CH:35][C:34]([F:37])=[CH:33][CH:32]=2)[OH:30])=[CH:11][CH:10]=1)C1C=CC=CC=1.[H][H].C1(C)C=CC=CC=1.C(OCC)(=O)C, predict the reaction product. The product is: [CH:11]1[C:12]([C@H:15]2[N:18]([C:19]3[CH:24]=[CH:23][C:22]([F:25])=[CH:21][CH:20]=3)[C:17](=[O:26])[C@@H:16]2[CH2:27][CH2:28][C@H:29]([OH:30])[C:31]2[CH:36]=[CH:35][C:34]([F:37])=[CH:33][CH:32]=2)=[CH:13][CH:14]=[C:9]([OH:8])[CH:10]=1.